This data is from Reaction yield outcomes from USPTO patents with 853,638 reactions. The task is: Predict the reaction yield, written as a fraction of the theoretical maximum amount of product (1.0 means a 100% yield; for example, 0.34 means a 34% yield). (1) The reactants are [C:1]([O:5][C:6]([N:8]1[CH2:13][CH2:12][CH:11]([CH2:14][NH:15][CH2:16][CH3:17])[CH2:10][CH2:9]1)=[O:7])([CH3:4])([CH3:3])[CH3:2].[H-].[Na+].Cl[C:21]1[C:22]2[O:29][N:28]=[C:27]([C:30]3[CH:35]=[CH:34][C:33]([S:36]([CH3:39])(=[O:38])=[O:37])=[CH:32][CH:31]=3)[C:23]=2[N:24]=[CH:25][N:26]=1. The yield is 0.610. The product is [C:1]([O:5][C:6]([N:8]1[CH2:9][CH2:10][CH:11]([CH2:14][N:15]([CH2:16][CH3:17])[C:21]2[C:22]3[O:29][N:28]=[C:27]([C:30]4[CH:35]=[CH:34][C:33]([S:36]([CH3:39])(=[O:38])=[O:37])=[CH:32][CH:31]=4)[C:23]=3[N:24]=[CH:25][N:26]=2)[CH2:12][CH2:13]1)=[O:7])([CH3:4])([CH3:3])[CH3:2]. The catalyst is C1COCC1. (2) The reactants are [CH2:1]([O:8][N:9]([C:12]1[N:17]=[C:16]([NH:18][CH2:19][CH2:20][CH3:21])[N:15]=[C:14]([NH:22][CH2:23][CH2:24][CH3:25])[N:13]=1)[CH2:10]C)[C:2]1[CH:7]=[CH:6][CH:5]=[CH:4][CH:3]=1.[OH:26][S:27]([OH:30])(=[O:29])=[O:28]. No catalyst specified. The product is [S:27]([OH:30])([OH:29])(=[O:28])=[O:26].[CH2:1]([O:8][N:9]([C:12]1[N:13]=[C:14]([NH:22][CH2:23][CH2:24][CH3:25])[N:15]=[C:16]([NH:18][CH2:19][CH2:20][CH3:21])[N:17]=1)[CH3:10])[C:2]1[CH:7]=[CH:6][CH:5]=[CH:4][CH:3]=1. The yield is 1.00. (3) The reactants are Cl[C:2]1[CH:7]=[C:6]([F:8])[C:5]([N+:9]([O-:11])=[O:10])=[CH:4][C:3]=1[CH3:12].[C:13]1(B(O)O)[CH:18]=[CH:17][CH:16]=[CH:15][CH:14]=1.P([O-])([O-])([O-])=O.[K+].[K+].[K+]. The catalyst is C1(C)C=CC=CC=1.O.C1C=CC(/C=C/C(/C=C/C2C=CC=CC=2)=O)=CC=1.C1C=CC(/C=C/C(/C=C/C2C=CC=CC=2)=O)=CC=1.C1C=CC(/C=C/C(/C=C/C2C=CC=CC=2)=O)=CC=1.[Pd].[Pd].COC1C=CC=C(OC)C=1C1C=CC=CC=1P(C1CCCCC1)C1CCCCC1. The product is [F:8][C:6]1[C:5]([N+:9]([O-:11])=[O:10])=[CH:4][C:3]([CH3:12])=[C:2]([C:13]2[CH:18]=[CH:17][CH:16]=[CH:15][CH:14]=2)[CH:7]=1. The yield is 0.930.